This data is from Catalyst prediction with 721,799 reactions and 888 catalyst types from USPTO. The task is: Predict which catalyst facilitates the given reaction. (1) Reactant: [P:1](Cl)(=[O:18])([O:10]CC1C=CC=CC=1)[O:2]CC1C=CC=CC=1.C([O:27][C:28]1[CH:33]=[C:32]([O:34]COCC)[C:31]([CH:39]([CH3:41])[CH3:40])=[CH:30][C:29]=1[C:42]1[N:46]([C:47]2[CH:48]=[C:49]3[C:53](=[CH:54][CH:55]=2)[N:52]([CH3:56])[CH:51]=[CH:50]3)[C:45](=[O:57])[N:44](C(OCC2C=CC=CC=2)=O)[N:43]=1)C1C=CC=CC=1.C(=O)([O-])[O-].[K+].[K+]. Product: [P:1]([OH:18])([OH:10])([O:34][C:32]1[CH:33]=[C:28]([OH:27])[C:29]([C:42]2[N:46]([C:47]3[CH:48]=[C:49]4[C:53](=[CH:54][CH:55]=3)[N:52]([CH3:56])[CH:51]=[CH:50]4)[C:45](=[O:57])[NH:44][N:43]=2)=[CH:30][C:31]=1[CH:39]([CH3:41])[CH3:40])=[O:2]. The catalyst class is: 21. (2) Product: [ClH:1].[CH2:6]([O:8][C@@H:9]([CH2:15][C:16]1[CH:21]=[CH:20][C:19]([O:22][CH2:23][C:24]2[CH:29]=[C:28]([O:30][CH3:31])[CH:27]=[CH:26][N:25]=2)=[CH:18][CH:17]=1)[C:10]([NH:2][OH:3])=[O:11])[CH3:7]. Reactant: [ClH:1].[NH2:2][OH:3].[OH-].[K+].[CH2:6]([O:8][C@@H:9]([CH2:15][C:16]1[CH:21]=[CH:20][C:19]([O:22][CH2:23][C:24]2[CH:29]=[C:28]([O:30][CH3:31])[CH:27]=[CH:26][N:25]=2)=[CH:18][CH:17]=1)[C:10](OCC)=[O:11])[CH3:7].NO. The catalyst class is: 5. (3) Reactant: [F:1][C@@H:2]1[C@@H:6]([CH2:7][OH:8])[O:5][C@@H:4]([N:9]2[CH:16]=[CH:15][C:13](=[O:14])[NH:12][C:10]2=[O:11])[CH2:3]1.[C:17]1([Si:23](Cl)([C:30]2[CH:35]=[CH:34][CH:33]=[CH:32][CH:31]=2)[C:24]2[CH:29]=[CH:28][CH:27]=[CH:26][CH:25]=2)[CH:22]=[CH:21][CH:20]=[CH:19][CH:18]=1. Product: [F:1][C@@H:2]1[C@@H:6]([CH2:7][O:8][Si:23]([C:24]2[CH:25]=[CH:26][CH:27]=[CH:28][CH:29]=2)([C:30]2[CH:35]=[CH:34][CH:33]=[CH:32][CH:31]=2)[C:17]2[CH:18]=[CH:19][CH:20]=[CH:21][CH:22]=2)[O:5][C@@H:4]([N:9]2[CH:16]=[CH:15][C:13](=[O:14])[NH:12][C:10]2=[O:11])[CH2:3]1. The catalyst class is: 17. (4) Reactant: [Cl:1][C:2]1[N:10]([CH2:11][CH:12]=[CH2:13])[C:9]2[C:8](=[O:14])[NH:7][C:6](=[O:15])[N:5]([CH2:16][O:17][CH2:18][CH2:19][O:20][CH3:21])[C:4]=2[N:3]=1.[C:22](=O)([O-])[O-].[Na+].[Na+].CI. Product: [Cl:1][C:2]1[N:10]([CH2:11][CH:12]=[CH2:13])[C:9]2[C:8](=[O:14])[N:7]([CH3:22])[C:6](=[O:15])[N:5]([CH2:16][O:17][CH2:18][CH2:19][O:20][CH3:21])[C:4]=2[N:3]=1. The catalyst class is: 3.